From a dataset of Catalyst prediction with 721,799 reactions and 888 catalyst types from USPTO. Predict which catalyst facilitates the given reaction. The catalyst class is: 11. Reactant: [Cl:1][S:2]([C:5]1[S:9][C:8]([CH3:10])=[C:7]([C:11](Cl)=[O:12])[CH:6]=1)(=[O:4])=[O:3].[NH2:14][C:15]1[CH:16]=[CH:17][C:18]([F:23])=[C:19]([CH:22]=1)[C:20]#[N:21]. Product: [C:20]([C:19]1[CH:22]=[C:15]([NH:14][C:11]([C:7]2[CH:6]=[C:5]([S:2]([Cl:1])(=[O:4])=[O:3])[S:9][C:8]=2[CH3:10])=[O:12])[CH:16]=[CH:17][C:18]=1[F:23])#[N:21].